Predict the product of the given reaction. From a dataset of Forward reaction prediction with 1.9M reactions from USPTO patents (1976-2016). (1) Given the reactants [F:1][C:2]1[CH:7]=[C:6](I)[C:5]([I:9])=[CH:4][C:3]=1[F:10].CC([O-])(C)C.[Na+].CC1C=CC2C=CC3C=CC(C)=NC=3C=2N=1.O.FC1C=CC(I)=C([S:41][C:42]2[N:43]([CH2:52][C:53]3[CH:58]=[CH:57][C:56]([O:59][CH3:60])=[CH:55][CH:54]=3)[C:44]3[CH:49]=[CH:48][N:47]=[C:46]([NH2:50])[C:45]=3[N:51]=2)C=1, predict the reaction product. The product is: [F:10][C:3]1[C:2]([F:1])=[CH:7][C:6]([S:41][C:42]2[N:43]([CH2:52][C:53]3[CH:58]=[CH:57][C:56]([O:59][CH3:60])=[CH:55][CH:54]=3)[C:44]3[CH:49]=[CH:48][N:47]=[C:46]([NH2:50])[C:45]=3[N:51]=2)=[C:5]([I:9])[CH:4]=1. (2) Given the reactants C(C1C=[CH:7][C:6]([N:9]2[C:14](=[O:15])[C:13]3[CH:16]=[CH:17][CH:18]=[N:19][C:12]=3[N:11]=[C:10]2/[CH:20]=[CH:21]/[C:22]2[CH:27]=[CH:26]C(O)=[CH:24][CH:23]=2)=[CH:5]C=1)#C.C([O-])(O)=O.[Na+], predict the reaction product. The product is: [CH3:7][C:6]1([CH3:5])[NH:11][C:12]2[N:19]=[CH:18][CH:17]=[CH:16][C:13]=2[C:14](=[O:15])[N:9]1[C:10]1[CH:20]=[CH:21][C:22]([C:27]#[CH:26])=[CH:23][CH:24]=1. (3) The product is: [F:23][C:2]([F:22])([F:1])[C:3]([C:9]1[CH:10]=[CH:11][C:12]([CH2:15][N:16]2[CH2:17][CH2:18][N:19]([C:37]([C:36]3[CH:40]=[CH:41][CH:42]=[C:34]([N+:31]([O-:33])=[O:32])[CH:35]=3)=[O:38])[CH2:20][CH2:21]2)=[CH:13][CH:14]=1)([OH:8])[C:4]([F:7])([F:6])[F:5]. Given the reactants [F:1][C:2]([F:23])([F:22])[C:3]([C:9]1[CH:14]=[CH:13][C:12]([CH2:15][N:16]2[CH2:21][CH2:20][NH:19][CH2:18][CH2:17]2)=[CH:11][CH:10]=1)([OH:8])[C:4]([F:7])([F:6])[F:5].C(N(CC)CC)C.[N+:31]([C:34]1[CH:35]=[C:36]([CH:40]=[CH:41][CH:42]=1)[C:37](Cl)=[O:38])([O-:33])=[O:32], predict the reaction product. (4) Given the reactants CO[C:3]([C:5]1[CH:10]=[CH:9][N:8]2[C:11]([C:32]3[CH:37]=[CH:36][CH:35]=[CH:34][CH:33]=3)=[C:12]([C:14]3[CH:19]=[CH:18][C:17]([C:20]4([NH:24][C:25]([O:27][C:28]([CH3:31])([CH3:30])[CH3:29])=[O:26])[CH2:23][CH2:22][CH2:21]4)=[CH:16][CH:15]=3)[N:13]=[C:7]2[CH:6]=1)=[O:4].[NH3:38], predict the reaction product. The product is: [C:28]([O:27][C:25](=[O:26])[NH:24][C:20]1([C:17]2[CH:18]=[CH:19][C:14]([C:12]3[N:13]=[C:7]4[CH:6]=[C:5]([C:3](=[O:4])[NH2:38])[CH:10]=[CH:9][N:8]4[C:11]=3[C:32]3[CH:37]=[CH:36][CH:35]=[CH:34][CH:33]=3)=[CH:15][CH:16]=2)[CH2:21][CH2:22][CH2:23]1)([CH3:31])([CH3:29])[CH3:30]. (5) Given the reactants C(=O)([O-])[O-].[K+].[K+].[I-].[Na+].[OH:9][C:10]1[CH:11]=[C:12]([CH:15]=[CH:16][C:17]=1[OH:18])[CH:13]=[O:14].[CH2:19](Br)[CH2:20][CH2:21][CH3:22], predict the reaction product. The product is: [OH:9][C:10]1[CH:11]=[C:12]([CH:15]=[CH:16][C:17]=1[O:18][CH2:19][CH2:20][CH2:21][CH3:22])[CH:13]=[O:14]. (6) Given the reactants C([O:8][CH2:9][C:10]1[N:11]([CH3:16])[C:12](=[O:15])[NH:13][N:14]=1)C1C=CC=CC=1, predict the reaction product. The product is: [OH:8][CH2:9][C:10]1[N:11]([CH3:16])[C:12](=[O:15])[NH:13][N:14]=1. (7) Given the reactants [Cl:1][C:2]1[N:7]=[C:6](Cl)[C:5]([F:9])=[CH:4][N:3]=1.CCN(C(C)C)C(C)C.[NH2:19][C@H:20]1[CH2:24][CH2:23][N:22]([C:25]([O:27][C:28]([CH3:31])([CH3:30])[CH3:29])=[O:26])[CH2:21]1, predict the reaction product. The product is: [Cl:1][C:2]1[N:7]=[C:6]([NH:19][C@H:20]2[CH2:24][CH2:23][N:22]([C:25]([O:27][C:28]([CH3:31])([CH3:30])[CH3:29])=[O:26])[CH2:21]2)[C:5]([F:9])=[CH:4][N:3]=1.